Dataset: Forward reaction prediction with 1.9M reactions from USPTO patents (1976-2016). Task: Predict the product of the given reaction. The product is: [CH3:27][C:25]([O:24][C:23]([NH:22][C@@H:16]1[CH2:15][C:14]2[N:13]=[CH:12][C:11]([NH:10][C:3]3[C:2]([NH:1][CH2:31][C:30]([O:34][CH2:35][CH3:36])=[O:33])=[CH:7][CH:6]=[C:5]([O:8][CH3:9])[N:4]=3)=[CH:20][C:19]=2[CH2:18][C@H:17]1[OH:21])=[O:29])([CH3:26])[CH3:28]. Given the reactants [NH2:1][C:2]1[C:3]([NH:10][C:11]2[CH:12]=[N:13][C:14]3[CH2:15][C@@H:16]([NH:22][C:23](=[O:29])[O:24][C:25]([CH3:28])([CH3:27])[CH3:26])[C@H:17]([OH:21])[CH2:18][C:19]=3[CH:20]=2)=[N:4][C:5]([O:8][CH3:9])=[CH:6][CH:7]=1.[C:30]([O:34][CH2:35][CH3:36])(=[O:33])[CH:31]=O.[BH4-].[Na+], predict the reaction product.